The task is: Regression. Given a peptide amino acid sequence and an MHC pseudo amino acid sequence, predict their binding affinity value. This is MHC class II binding data.. This data is from Peptide-MHC class II binding affinity with 134,281 pairs from IEDB. (1) The peptide sequence is LLKYRAREPVTKAEMLGSVVGNWQ. The MHC is DRB1_0404 with pseudo-sequence DRB1_0404. The binding affinity (normalized) is 0.478. (2) The peptide sequence is FVAAAKYMVIQGEPG. The MHC is DRB5_0101 with pseudo-sequence DRB5_0101. The binding affinity (normalized) is 0.567. (3) The peptide sequence is AYLVLDPLIYFGPFA. The MHC is HLA-DPA10103-DPB10401 with pseudo-sequence HLA-DPA10103-DPB10401. The binding affinity (normalized) is 0.586.